From a dataset of Full USPTO retrosynthesis dataset with 1.9M reactions from patents (1976-2016). Predict the reactants needed to synthesize the given product. (1) Given the product [CH3:1][O:2][C:3]([C:5]1[S:27][C:8]2[N:9]=[CH:10][N:11]=[C:12]([NH:13][C:14]3[CH:19]=[CH:18][C:17]([F:20])=[CH:16][C:15]=3[O:21][CH:22]([C:24](=[O:25])[NH:51][CH2:52][CH2:53][CH2:54][NH:55][C:56]([O:57][C:58]([CH3:59])([CH3:61])[CH3:60])=[O:62])[CH3:23])[C:7]=2[C:6]=1[CH3:28])=[O:4], predict the reactants needed to synthesize it. The reactants are: [CH3:1][O:2][C:3]([C:5]1[S:27][C:8]2[N:9]=[CH:10][N:11]=[C:12]([NH:13][C:14]3[CH:19]=[CH:18][C:17]([F:20])=[CH:16][C:15]=3[O:21][CH:22]([C:24](O)=[O:25])[CH3:23])[C:7]=2[C:6]=1[CH3:28])=[O:4].CN(C(ON1N=NC2C=CC=CC1=2)=[N+](C)C)C.[B-](F)(F)(F)F.[NH2:51][CH2:52][CH2:53][CH2:54][NH:55][C:56](=[O:62])[O:57][C:58]([CH3:61])([CH3:60])[CH3:59]. (2) Given the product [CH2:1]([N:6]1[CH:10]=[C:9]([N+:11]([O-:13])=[O:12])[CH:8]=[C:7]1[C:14]([OH:16])=[O:15])[CH2:2][CH:3]([CH3:5])[CH3:4], predict the reactants needed to synthesize it. The reactants are: [CH2:1]([N:6]1[CH:10]=[C:9]([N+:11]([O-:13])=[O:12])[CH:8]=[C:7]1[C:14]([O:16]CC)=[O:15])[CH2:2][CH:3]([CH3:5])[CH3:4].[OH-].[Na+].